Dataset: Forward reaction prediction with 1.9M reactions from USPTO patents (1976-2016). Task: Predict the product of the given reaction. Given the reactants [NH2:1][C:2]1[CH:10]=[C:9]([O:11][CH3:12])[CH:8]=[CH:7][C:3]=1[C:4]([OH:6])=O.[NH2:13][C:14](N)=[O:15].COC1C=C2C(=CC=1)N=C(O)N=C2O, predict the reaction product. The product is: [CH3:12][O:11][C:9]1[CH:10]=[C:2]2[C:3]([C:4]([OH:6])=[N:13][C:14]([OH:15])=[N:1]2)=[CH:7][CH:8]=1.